Regression. Given a peptide amino acid sequence and an MHC pseudo amino acid sequence, predict their binding affinity value. This is MHC class I binding data. From a dataset of Peptide-MHC class I binding affinity with 185,985 pairs from IEDB/IMGT. (1) The peptide sequence is LCMLNNSLYY. The MHC is HLA-A24:02 with pseudo-sequence HLA-A24:02. The binding affinity (normalized) is 0. (2) The peptide sequence is YRPPNAPIL. The MHC is H-2-Db with pseudo-sequence H-2-Db. The binding affinity (normalized) is 0.0641. (3) The peptide sequence is IPQSLDSWWTGL. The MHC is H-2-Ld with pseudo-sequence H-2-Ld. The binding affinity (normalized) is 0.917. (4) The peptide sequence is ILLMRTTWAL. The MHC is HLA-A02:17 with pseudo-sequence HLA-A02:17. The binding affinity (normalized) is 0.715.